Dataset: Peptide-MHC class II binding affinity with 134,281 pairs from IEDB. Task: Regression. Given a peptide amino acid sequence and an MHC pseudo amino acid sequence, predict their binding affinity value. This is MHC class II binding data. (1) The peptide sequence is QGVADAYITLVTLPK. The MHC is DRB1_1101 with pseudo-sequence DRB1_1101. The binding affinity (normalized) is 0.584. (2) The peptide sequence is LKDEAYFAANAAAQA. The MHC is HLA-DPA10103-DPB10401 with pseudo-sequence HLA-DPA10103-DPB10401. The binding affinity (normalized) is 0.160. (3) The MHC is DRB1_0701 with pseudo-sequence DRB1_0701. The binding affinity (normalized) is 0.415. The peptide sequence is GSHLVEALYLVCGER. (4) The peptide sequence is EFRNDWILESDHLIS. The MHC is H-2-IAb with pseudo-sequence H-2-IAb. The binding affinity (normalized) is 0.0763. (5) The peptide sequence is LVTVNPIASTNDDEV. The MHC is DRB1_0401 with pseudo-sequence DRB1_0401. The binding affinity (normalized) is 0.328.